This data is from Reaction yield outcomes from USPTO patents with 853,638 reactions. The task is: Predict the reaction yield, written as a fraction of the theoretical maximum amount of product (1.0 means a 100% yield; for example, 0.34 means a 34% yield). (1) The reactants are Br[C:2]1[N:3]=[C:4]2[S:10][C:9]([NH:11][C:12]3[NH:13][CH2:14][C:15]4([CH2:21][N:20]5[CH2:22][CH2:23][CH:17]4[CH2:18][CH2:19]5)[N:16]=3)=[N:8][C:5]2=[N:6][CH:7]=1. The catalyst is [Pd].CO. The product is [S:10]1[C:4]2[C:5](=[N:6][CH:7]=[CH:2][N:3]=2)[N:8]=[C:9]1[NH:11][C:12]1[NH:13][CH2:14][C:15]2([CH2:21][N:20]3[CH2:19][CH2:18][CH:17]2[CH2:23][CH2:22]3)[N:16]=1. The yield is 0.780. (2) The reactants are Br[C:2]1[CH:10]=[C:9]2[C:5]([CH:6]=[CH:7][NH:8]2)=[CH:4][CH:3]=1.[Li]C(C)(C)C.[CH3:16][S:17]SC. The catalyst is C1COCC1. The product is [CH3:16][S:17][C:2]1[CH:10]=[C:9]2[C:5]([CH:6]=[CH:7][NH:8]2)=[CH:4][CH:3]=1. The yield is 0.937. (3) The reactants are Br[C:2]1[CH:7]=[CH:6][C:5]([OH:8])=[CH:4][CH:3]=1.[F:9][C:10]1[C:15]2[CH:16]=[CH:17][O:18][C:14]=2[C:13](B(O)O)=[CH:12][CH:11]=1.C(=O)([O-])[O-].[Na+].[Na+].C([O-])(=O)C.[NH4+]. The catalyst is CO.C1C=CC(P(C2C=CC=CC=2)[C-]2C=CC=C2)=CC=1.C1C=CC(P(C2C=CC=CC=2)[C-]2C=CC=C2)=CC=1.Cl[Pd]Cl.[Fe+2].[C].[Pd].O.O1CCOCC1. The product is [F:9][C:10]1[C:15]2[CH2:16][CH2:17][O:18][C:14]=2[C:13]([C:2]2[CH:7]=[CH:6][C:5]([OH:8])=[CH:4][CH:3]=2)=[CH:12][CH:11]=1. The yield is 0.110. (4) The reactants are [CH3:1][NH:2][CH2:3][CH:4]1[CH2:8][C:7]2[CH:9]=[CH:10][CH:11]=[C:12]([C:13]3[C:18]([Cl:19])=[CH:17][C:16]([Cl:20])=[CH:15][C:14]=3[Cl:21])[C:6]=2[O:5]1.C(N(C(C)C)CC)(C)C.Cl[C:32]([O:34][CH2:35][C:36]1[CH:41]=[CH:40][CH:39]=[CH:38][CH:37]=1)=[O:33].C(OC(=O)NCC1CC2C=CC=C(C3CCCC3)C=2O1)C1C=CC=CC=1. No catalyst specified. The product is [CH3:1][N:2]([CH2:3][CH:4]1[CH2:8][C:7]2[CH:9]=[CH:10][CH:11]=[C:12]([C:13]3[C:14]([Cl:21])=[CH:15][C:16]([Cl:20])=[CH:17][C:18]=3[Cl:19])[C:6]=2[O:5]1)[C:32](=[O:33])[O:34][CH2:35][C:36]1[CH:41]=[CH:40][CH:39]=[CH:38][CH:37]=1. The yield is 0.990. (5) The reactants are C([O:8][C:9]1[CH:14]=[CH:13][C:12]([C:15]2[CH:16]=[N:17][CH:18]=[CH:19][CH:20]=2)=[CH:11][CH:10]=1)C1C=CC=CC=1. The catalyst is CCO.C1COCC1.[Pd]. The product is [N:17]1[CH:18]=[CH:19][CH:20]=[C:15]([C:12]2[CH:13]=[CH:14][C:9]([OH:8])=[CH:10][CH:11]=2)[CH:16]=1. The yield is 0.930. (6) The reactants are [N+:1]([C:4]1[CH:14]=[CH:13][C:7]([O:8][CH2:9][C:10]([OH:12])=O)=[CH:6][CH:5]=1)([O-:3])=[O:2].Cl.C([N:18](CC)[CH2:19][CH3:20])C.CC[N:25]=C=NCCCN(C)C.Cl.C(N(C(C)C)CC)(C)C. The catalyst is C1COCC1. The product is [N+:1]([C:4]1[CH:5]=[CH:6][C:7]([O:8][CH2:9][C:10]2[O:12][N:25]=[C:19]([CH3:20])[N:18]=2)=[CH:13][CH:14]=1)([O-:3])=[O:2]. The yield is 0.600.